From a dataset of Catalyst prediction with 721,799 reactions and 888 catalyst types from USPTO. Predict which catalyst facilitates the given reaction. Reactant: [Cl:1][CH:2]([CH3:17])[C:3]([C:5]1[C:6]([CH:14]([CH3:16])[CH3:15])=[N:7][N:8]2[CH:13]=[CH:12][CH:11]=[CH:10][C:9]=12)=[O:4].[CH:18]1([NH2:21])[CH2:20][CH2:19]1.[Na+].[I-]. Product: [ClH:1].[CH:18]1([NH:21][CH:2]([CH3:17])[C:3]([C:5]2[C:6]([CH:14]([CH3:16])[CH3:15])=[N:7][N:8]3[CH:13]=[CH:12][CH:11]=[CH:10][C:9]=23)=[O:4])[CH2:20][CH2:19]1. The catalyst class is: 5.